Dataset: Reaction yield outcomes from USPTO patents with 853,638 reactions. Task: Predict the reaction yield, written as a fraction of the theoretical maximum amount of product (1.0 means a 100% yield; for example, 0.34 means a 34% yield). The reactants are Cl[C:2]1[NH:6][C:5]2[C:7]([F:11])=[CH:8][CH:9]=[CH:10][C:4]=2[N:3]=1.[CH3:12][NH2:13]. No catalyst specified. The product is [F:11][C:7]1[C:5]2[NH:6][C:2]([NH:13][CH3:12])=[N:3][C:4]=2[CH:10]=[CH:9][CH:8]=1. The yield is 0.750.